This data is from Forward reaction prediction with 1.9M reactions from USPTO patents (1976-2016). The task is: Predict the product of the given reaction. (1) Given the reactants [CH:1]1[C:10]2[C:5](=[CH:6][CH:7]=[CH:8][CH:9]=2)[CH:4]=[CH:3][C:2]=1[C:11]1O[C:15](=O)[C:14]([C:18]#[N:19])=[C:13]([N:20]2[CH2:25][CH2:24][CH2:23][CH2:22][CH2:21]2)[CH:12]=1.[H-].[Na+], predict the reaction product. The product is: [CH:1]1[C:10]2[C:5](=[CH:6][CH:7]=[CH:8][CH:9]=2)[CH:4]=[CH:3][C:2]=1[C:11]1[C:9]2[C:10]3[C:5](=[CH:4][CH:3]=[CH:2][CH:1]=3)[CH2:6][C:15]=2[C:14]([C:18]#[N:19])=[C:13]([N:20]2[CH2:25][CH2:24][CH2:23][CH2:22][CH2:21]2)[CH:12]=1. (2) The product is: [F:29][C:24]1[C:23]2[C:18](=[CH:19][CH:20]=[CH:21][CH:22]=2)[N:17]=[C:16]([C:13]2[CH:14]=[CH:15][C:10]([N:2]([CH3:1])[C:3](=[O:9])[O:4][C:5]([CH3:8])([CH3:7])[CH3:6])=[CH:11][CH:12]=2)[CH:25]=1. Given the reactants [CH3:1][N:2]([C:10]1[CH:15]=[CH:14][C:13]([C:16]2[CH:25]=[C:24]([N+]([O-])=O)[C:23]3[C:18](=[CH:19][CH:20]=[CH:21][CH:22]=3)[N:17]=2)=[CH:12][CH:11]=1)[C:3](=[O:9])[O:4][C:5]([CH3:8])([CH3:7])[CH3:6].[F-:29].[K+], predict the reaction product. (3) Given the reactants [F:1][C:2]1[CH:7]=[C:6]([O:8][C:9]2[C:10]3[N:17]([CH3:18])[CH:16]=[CH:15][C:11]=3[N:12]=[CH:13][N:14]=2)[CH:5]=[CH:4][C:3]=1[NH:19][C:20]([NH:22][C:23]1[CH:28]=[CH:27][CH:26]=[C:25]([C:29]([F:32])([F:31])[F:30])[CH:24]=1)=[O:21].[BrH:33], predict the reaction product. The product is: [BrH:33].[F:1][C:2]1[CH:7]=[C:6]([O:8][C:9]2[C:10]3[N:17]([CH3:18])[CH:16]=[CH:15][C:11]=3[N:12]=[CH:13][N:14]=2)[CH:5]=[CH:4][C:3]=1[NH:19][C:20]([NH:22][C:23]1[CH:28]=[CH:27][CH:26]=[C:25]([C:29]([F:31])([F:30])[F:32])[CH:24]=1)=[O:21]. (4) Given the reactants [Na].[F:2][C:3]([F:7])([F:6])[CH2:4][OH:5].Cl[C:9]1[N:10]=[C:11]([CH3:19])[C:12]([C:15]([O:17]C)=[O:16])=[N:13][CH:14]=1.[OH-].[Na+], predict the reaction product. The product is: [CH3:19][C:11]1[C:12]([C:15]([OH:17])=[O:16])=[N:13][CH:14]=[C:9]([O:5][CH2:4][C:3]([F:7])([F:6])[F:2])[N:10]=1. (5) Given the reactants [CH3:1][C:2]([O:5][C:6]([NH:8][CH2:9][CH2:10][CH2:11][C:12]([OH:14])=O)=[O:7])([CH3:4])[CH3:3].C(N1CCOCC1)C.C1C=CC2N(O)N=NC=2C=1.C(Cl)CCl.FC(F)(F)C(O)=O.[CH3:44][CH:45]([O:47][C:48]1[CH:55]=[CH:54][C:53]([C:56]2[O:60][N:59]=[C:58]([C:61]3[C:62]([CH3:71])=[C:63]4[C:68](=[CH:69][CH:70]=3)[CH2:67][NH:66][CH2:65][CH2:64]4)[N:57]=2)=[CH:52][C:49]=1[C:50]#[N:51])[CH3:46], predict the reaction product. The product is: [C:50]([C:49]1[CH:52]=[C:53]([C:56]2[O:60][N:59]=[C:58]([C:61]3[C:62]([CH3:71])=[C:63]4[C:68](=[CH:69][CH:70]=3)[CH2:67][N:66]([C:12](=[O:14])[CH2:11][CH2:10][CH2:9][NH:8][C:6](=[O:7])[O:5][C:2]([CH3:1])([CH3:3])[CH3:4])[CH2:65][CH2:64]4)[N:57]=2)[CH:54]=[CH:55][C:48]=1[O:47][CH:45]([CH3:46])[CH3:44])#[N:51]. (6) The product is: [NH2:26][C:27]1[CH:32]=[C:31]([C:2]2[N:3]=[C:4]([NH:11][C:12]3[CH:20]=[C:19]4[C:15]([CH:16]=[CH:17][NH:18]4)=[CH:14][CH:13]=3)[C:5]3[N:6]([CH:8]=[CH:9][N:10]=3)[CH:7]=2)[CH:30]=[CH:29][CH:28]=1. Given the reactants Br[C:2]1[N:3]=[C:4]([NH:11][C:12]2[CH:20]=[C:19]3[C:15]([CH:16]=[CH:17][NH:18]3)=[CH:14][CH:13]=2)[C:5]2[N:6]([CH:8]=[CH:9][N:10]=2)[CH:7]=1.S(O)(O)(=O)=O.[NH2:26][C:27]1[CH:28]=[C:29](B(O)O)[CH:30]=[CH:31][CH:32]=1.[NH2:26][C:27]1[CH:32]=[C:31](B(O)O)[CH:30]=[CH:29][CH:28]=1.C([O-])([O-])=O.[Na+].[Na+], predict the reaction product. (7) Given the reactants Br[CH2:2][CH2:3][CH2:4][C:5]([O:7][CH2:8][CH3:9])=[O:6].[NH:10]1[CH2:14][CH2:13][CH2:12][CH2:11]1.O, predict the reaction product. The product is: [CH2:8]([O:7][C:5](=[O:6])[CH2:4][CH2:3][CH2:2][N:10]1[CH2:14][CH2:13][CH2:12][CH2:11]1)[CH3:9].